This data is from Full USPTO retrosynthesis dataset with 1.9M reactions from patents (1976-2016). The task is: Predict the reactants needed to synthesize the given product. (1) Given the product [Cl:23][C:7]1[C:6]2[C:2]([NH:1][CH2:24][CH3:25])=[N:3][NH:4][C:5]=2[CH:10]=[C:9]([NH:11][C:12]([NH:14][C@@H:15]([C:17]2[CH:22]=[CH:21][CH:20]=[CH:19][CH:18]=2)[CH3:16])=[O:13])[N:8]=1, predict the reactants needed to synthesize it. The reactants are: [NH2:1][C:2]1[C:6]2[C:7]([Cl:23])=[N:8][C:9]([NH:11][C:12]([NH:14][C@@H:15]([C:17]3[CH:22]=[CH:21][CH:20]=[CH:19][CH:18]=3)[CH3:16])=[O:13])=[CH:10][C:5]=2[NH:4][N:3]=1.[CH:24](=O)[CH3:25].C([BH3-])#N.[Na+].Cl. (2) Given the product [O:9]=[C:10]1[CH:15]([N:16]2[C:24](=[O:25])[C:23]3[C:18](=[CH:19][CH:20]=[CH:21][C:22]=3[CH2:26][N:27]([CH3:28])[C:38](=[O:39])[CH2:37][CH3:36])[C:17]2=[O:29])[CH2:33][CH2:32][C:31](=[O:34])[NH:11]1, predict the reactants needed to synthesize it. The reactants are: C(N(CC)CC)C.Cl.[O:9]=[C:10]1[CH:15]([N:16]2[C:24](=[O:25])[C:23]3[C:18](=[CH:19][CH:20]=[CH:21][C:22]=3[CH2:26][NH:27][CH3:28])[C:17]2=[O:29])CCC(=O)[NH:11]1.[C:31](Cl)(=[O:34])[CH2:32][CH3:33].[CH2:36]1C[O:39][CH2:38][CH2:37]1. (3) Given the product [O:45]=[C:39]1[CH:38]([N:32]2[CH2:31][C:30]3[C:34](=[CH:35][CH:36]=[C:28]([CH2:27][NH:26][C:3](=[O:5])[C:2]([F:1])([F:19])[C:6]4[CH:11]=[CH:10][CH:9]=[C:8]([O:12][CH2:13][CH2:14][S:15]([CH3:18])(=[O:17])=[O:16])[CH:7]=4)[CH:29]=3)[C:33]2=[O:37])[CH2:43][CH2:42][C:41](=[O:44])[NH:40]1, predict the reactants needed to synthesize it. The reactants are: [F:1][C:2]([F:19])([C:6]1[CH:11]=[CH:10][CH:9]=[C:8]([O:12][CH2:13][CH2:14][S:15]([CH3:18])(=[O:17])=[O:16])[CH:7]=1)[C:3]([OH:5])=O.P(Cl)(Cl)(Cl)=O.Cl.[NH2:26][CH2:27][C:28]1[CH:29]=[C:30]2[C:34](=[CH:35][CH:36]=1)[C:33](=[O:37])[N:32]([CH:38]1[CH2:43][CH2:42][C:41](=[O:44])[NH:40][C:39]1=[O:45])[CH2:31]2.C(=O)(O)[O-].[Na+]. (4) Given the product [Br:1][C:2]1[CH:3]=[C:4]([C:11]([NH:13][CH2:14][C:15]2[C:16](=[O:23])[NH:17][C:18]([CH3:22])=[CH:19][C:20]=2[CH3:21])=[O:12])[C:5]2[CH:10]=[N:9][N:8]([CH:31]([C:33]3[CH:38]=[CH:37][CH:36]=[CH:35][CH:34]=3)[CH3:32])[C:6]=2[N:7]=1, predict the reactants needed to synthesize it. The reactants are: [Br:1][C:2]1[CH:3]=[C:4]([C:11]([NH:13][CH2:14][C:15]2[C:16](=[O:23])[NH:17][C:18]([CH3:22])=[CH:19][C:20]=2[CH3:21])=[O:12])[C:5]2[CH:10]=[N:9][NH:8][C:6]=2[N:7]=1.C([O-])([O-])=O.[K+].[K+].Br[CH:31]([C:33]1[CH:38]=[CH:37][CH:36]=[CH:35][CH:34]=1)[CH3:32].O. (5) Given the product [CH2:11]([O:7][CH:3]1[CH2:4][CH2:5][CH2:6][CH:1]([OH:8])[CH2:2]1)[C:12]1[CH:17]=[CH:16][CH:15]=[CH:14][CH:13]=1, predict the reactants needed to synthesize it. The reactants are: [CH:1]1([OH:8])[CH2:6][CH2:5][CH2:4][CH:3]([OH:7])[CH2:2]1.[H-].[Na+].[CH2:11](Br)[C:12]1[CH:17]=[CH:16][CH:15]=[CH:14][CH:13]=1.CS(C)=O.